From a dataset of Serine/threonine kinase 33 screen with 319,792 compounds. Binary Classification. Given a drug SMILES string, predict its activity (active/inactive) in a high-throughput screening assay against a specified biological target. (1) The compound is S(=O)(=O)(c1ccc([N+]([O-])=O)cc1)c1sc(NC(=O)CCNC(=O)C)nc1. The result is 0 (inactive). (2) The drug is Clc1cc(/N=C2/SC(CC(=O)N2C)C(O)=O)cc(Cl)c1O. The result is 0 (inactive). (3) The drug is O=c1n2CCCc2nc2c1ccc(c2)C(OCC(=O)c1c2c([nH]c1C)cccc2)=O. The result is 0 (inactive). (4) The molecule is O=C(NC1CC(NC(C1)(C)C)(C)C)c1c2c(ccc1)cccc2. The result is 0 (inactive). (5) The drug is O(c1ccc(cc1)C(O\N=C(/N)c1ncccc1)=O)C. The result is 1 (active). (6) The compound is Clc1c(C(=N/S(=O)(=O)c2sccc2)/N)cccc1. The result is 0 (inactive). (7) The drug is OC12C3C(C4(C(O)(CC3)CC(O)CC4)\C=N\NC(=O)c3ccc(N(C)C)cc3)CCC1(C(CC2)C=1COC(=O)C1)C. The result is 0 (inactive). (8) The molecule is O1C(CC(=O)C(C2(O)c3c(N(C2=O)C)ccc(c3)C)C1)(C)C. The result is 0 (inactive).